From a dataset of Forward reaction prediction with 1.9M reactions from USPTO patents (1976-2016). Predict the product of the given reaction. Given the reactants [CH3:1][O:2][CH2:3][CH2:4][N:5]1[C:13]2[CH:12]=[CH:11][CH:10]=[CH:9][C:8]=2[C:7]2[CH2:14][N:15](C(OC(C)(C)C)=O)[CH2:16][CH2:17][C:6]1=2.[ClH:25], predict the reaction product. The product is: [ClH:25].[CH3:1][O:2][CH2:3][CH2:4][N:5]1[C:13]2[CH:12]=[CH:11][CH:10]=[CH:9][C:8]=2[C:7]2[CH2:14][NH:15][CH2:16][CH2:17][C:6]1=2.